Dataset: Full USPTO retrosynthesis dataset with 1.9M reactions from patents (1976-2016). Task: Predict the reactants needed to synthesize the given product. (1) Given the product [ClH:30].[N:23]1([CH2:2][CH2:3][CH2:4][C:5]2[N:6]=[N+:7]([O-:15])[C:8]3[CH:14]=[CH:13][CH:12]=[CH:11][C:9]=3[N:10]=2)[CH2:28][CH2:27][CH2:26][CH2:25][CH2:24]1, predict the reactants needed to synthesize it. The reactants are: O[CH2:2][CH2:3][CH2:4][C:5]1[N:6]=[N+:7]([O-:15])[C:8]2[CH:14]=[CH:13][CH:12]=[CH:11][C:9]=2[N:10]=1.CCN(CC)CC.[NH:23]1[CH2:28][CH2:27][CH2:26][CH2:25][CH2:24]1.C(Cl)[Cl:30]. (2) Given the product [C:2]1(=[O:1])[N:3]([CH:16]([C:21]2[CH:26]=[CH:25][C:24]([O:27][CH3:28])=[C:23]([O:29][CH:30]3[CH2:34][CH2:33][CH2:32][CH2:31]3)[CH:22]=2)[CH2:17][C:18]([NH2:20])=[O:19])[C:4](=[O:15])[C:5]2=[CH:6][CH:7]=[CH:8][CH:9]=[C:10]12, predict the reactants needed to synthesize it. The reactants are: [O:1]=[C:2]1[C:10]2[CH:9]=[C:8]3C=CC=C[C:7]3=[CH:6][C:5]=2[C:4](=[O:15])[N:3]1[CH:16]([C:21]1[CH:26]=[CH:25][C:24]([O:27][CH3:28])=[C:23]([O:29][CH:30]2[CH2:34][CH2:33][CH2:32][CH2:31]2)[CH:22]=1)[CH2:17][C:18]([NH2:20])=[O:19].O=C1C2C=C3C=CC=CC3=CC=2C(=O)N1C(C1C=CC(OC2CCCC2)=C(OCC)C=1)CC(N)=O.O=C1C2C=C3C=CC=CC3=CC=2C(=O)N1C(C1C=CC(OC2CCCCC2)=C(OCC)C=1)CC(N)=O.O=C1C2C=C3C=CC=CC3=CC=2C(=O)N1C(C1C=CC(OC2CCCCC2)=C(OC)C=1)CC(N)=O.C(N)(=O)CC.O=C1C2C=C3C=CC=CC3=CC=2C(=O)N1C(C1C=CC(OCC)=C(OC2CCCC2)C=1)CC(N)=O.C1(OC2C=C(CCC(N)=O)C=CC=2OCC)CCCC1. (3) Given the product [CH3:32][N:33]([CH3:34])[CH2:2][C:24]1[C:23]2[C:27](=[CH:28][CH:29]=[C:21]([C:19]3[O:20][C:16]([CH2:15][S:14][CH2:13][CH2:12][O:5][C:6]4[CH:11]=[CH:10][CH:9]=[CH:8][CH:7]=4)=[N:17][N:18]=3)[CH:22]=2)[NH:26][CH:25]=1, predict the reactants needed to synthesize it. The reactants are: Cl[CH:2](Cl)C.[O:5]([CH2:12][CH2:13][S:14][CH2:15][C:16]1[O:20][C:19]([C:21]2[CH:22]=[C:23]3[C:27](=[CH:28][CH:29]=2)[NH:26][CH:25]=[CH:24]3)=[N:18][N:17]=1)[C:6]1[CH:11]=[CH:10][CH:9]=[CH:8][CH:7]=1.[Cl-].C[CH:32]=[N+:33]=[CH:34]C. (4) Given the product [CH2:1]([C:5]1[NH:9][N:8]=[C:7]([CH2:10][NH:11][C:12]([O:14][C:15]([CH3:17])([CH3:16])[CH3:18])=[O:13])[N:6]=1)[CH2:2][CH2:3][CH2:4][CH3:20], predict the reactants needed to synthesize it. The reactants are: [CH2:1]([C:5]1[NH:9][N:8]=[C:7]([CH2:10][NH:11][C:12]([O:14][C:15]([CH3:18])([CH3:17])[CH3:16])=[O:13])[N:6]=1)[CH2:2][CH2:3][CH3:4].N=[C:20](CCCC)C(OCC)=O. (5) Given the product [CH2:12]([O:11][C:10]1[C:9](=[O:19])[N:8]2[CH:20]=[C:21]([N:31]3[CH2:36][CH2:35][O:34][CH2:33][CH2:32]3)[CH:22]=[C:23]([N:24]3[CH2:28][CH2:27][N:26]([CH3:29])[C:25]3=[O:30])[C:7]2=[N:6][C:5]=1[C:3]([NH2:38])=[O:2])[C:13]1[CH:14]=[CH:15][CH:16]=[CH:17][CH:18]=1, predict the reactants needed to synthesize it. The reactants are: C[O:2][C:3]([C:5]1[N:6]=[C:7]2[C:23]([N:24]3[CH2:28][CH2:27][N:26]([CH3:29])[C:25]3=[O:30])=[CH:22][C:21]([N:31]3[CH2:36][CH2:35][O:34][CH2:33][CH2:32]3)=[CH:20][N:8]2[C:9](=[O:19])[C:10]=1[O:11][CH2:12][C:13]1[CH:18]=[CH:17][CH:16]=[CH:15][CH:14]=1)=O.O.[NH3:38]. (6) Given the product [N:28]1[CH:29]=[CH:30][CH:31]=[CH:32][C:27]=1[CH2:26][C@@:13]12[CH2:25][CH2:24][C:19]3([O:23][CH2:22][CH2:21][O:20]3)[CH2:18][C@H:14]1[CH2:15][CH2:16][CH2:17][C:9]1[CH:8]=[C:7](/[CH:35]=[CH:36]/[C:37]3[CH:42]=[CH:41][CH:40]=[CH:39][CH:38]=3)[N:12]=[CH:11][C:10]=12, predict the reactants needed to synthesize it. The reactants are: FC(F)(F)S(O[C:7]1[N:12]=[CH:11][C:10]2[C:13]3([CH2:26][C:27]4[CH:32]=[CH:31][CH:30]=[CH:29][N:28]=4)[CH2:25][CH2:24][C:19]4([O:23][CH2:22][CH2:21][O:20]4)[CH2:18][CH:14]3[CH2:15][CH2:16][CH2:17][C:9]=2[CH:8]=1)(=O)=O.[CH:35](/B(O)O)=[CH:36]\[C:37]1[CH:42]=[CH:41][CH:40]=[CH:39][CH:38]=1.C(=O)([O-])[O-].[Cs+].[Cs+].O1CCOCC1. (7) Given the product [CH:15]1([C:12]2[N:13]=[CH:14][C:9]([OH:8])=[CH:10][N:11]=2)[CH2:17][CH2:16]1, predict the reactants needed to synthesize it. The reactants are: C([O:8][C:9]1[CH:10]=[N:11][C:12]([CH:15]2[CH2:17][CH2:16]2)=[N:13][CH:14]=1)C1C=CC=CC=1. (8) The reactants are: [CH2:1]([N:8]1[C:12]2=[CH:13][N:14]=[C:15]([O:17][CH3:18])[CH:16]=[C:11]2[C:10]([CH:19]=[O:20])=[C:9]1[CH:21]([CH3:23])[CH3:22])[C:2]1[CH:7]=[CH:6][CH:5]=[CH:4][CH:3]=1.[O-:24]Cl=O.[Na+]. Given the product [CH2:1]([N:8]1[C:12]2=[CH:13][N:14]=[C:15]([O:17][CH3:18])[CH:16]=[C:11]2[C:10]([C:19]([OH:24])=[O:20])=[C:9]1[CH:21]([CH3:23])[CH3:22])[C:2]1[CH:3]=[CH:4][CH:5]=[CH:6][CH:7]=1, predict the reactants needed to synthesize it. (9) Given the product [C:39]([NH:38][CH2:37][CH2:36][S:35][CH2:33][C:22]1[N:21]=[C:20]([N:17]2[CH2:18][CH2:19][CH:14]([C:12](=[O:13])[NH:11][S:8]([CH2:1][C:2]3[CH:7]=[CH:6][CH:5]=[CH:4][CH:3]=3)(=[O:10])=[O:9])[CH2:15][CH2:16]2)[C:30]([C:31]#[N:32])=[CH:29][C:23]=1[C:24]([O:26][CH2:27][CH3:28])=[O:25])(=[O:41])[CH3:40], predict the reactants needed to synthesize it. The reactants are: [CH2:1]([S:8]([NH:11][C:12]([CH:14]1[CH2:19][CH2:18][N:17]([C:20]2[C:30]([C:31]#[N:32])=[CH:29][C:23]([C:24]([O:26][CH2:27][CH3:28])=[O:25])=[C:22]([CH2:33]Cl)[N:21]=2)[CH2:16][CH2:15]1)=[O:13])(=[O:10])=[O:9])[C:2]1[CH:7]=[CH:6][CH:5]=[CH:4][CH:3]=1.[SH:35][CH2:36][CH2:37][NH:38][C:39](=[O:41])[CH3:40].